From a dataset of Forward reaction prediction with 1.9M reactions from USPTO patents (1976-2016). Predict the product of the given reaction. (1) Given the reactants Cl[C:2]1[N:7]=[C:6]([NH:8][C:9]2[CH:14]=[CH:13][C:12]([O:15][CH2:16][CH3:17])=[CH:11][CH:10]=2)[C:5]([F:18])=[CH:4][N:3]=1.[CH3:19][O:20][C:21]1[CH:22]=[C:23]([CH:25]=[CH:26][C:27]=1[O:28][CH3:29])[NH2:24], predict the reaction product. The product is: [CH3:19][O:20][C:21]1[CH:22]=[C:23]([NH:24][C:2]2[N:7]=[C:6]([NH:8][C:9]3[CH:14]=[CH:13][C:12]([O:15][CH2:16][CH3:17])=[CH:11][CH:10]=3)[C:5]([F:18])=[CH:4][N:3]=2)[CH:25]=[CH:26][C:27]=1[O:28][CH3:29]. (2) Given the reactants [Li]CCCC.CC1(C)CCCC(C)(C)N1.[CH:16]1([C@H:20]([NH:22][C:23]2[N:31]=[C:30]([C:32]#[N:33])[N:29]=[C:28]3[C:24]=2[N:25]([CH2:34][C@H:35]2[CH2:40][CH2:39][C@H:38]([CH3:41])[CH2:37][CH2:36]2)[CH:26]=[N:27]3)[CH3:21])[CH2:19][CH2:18][CH2:17]1.[CH:42](=[O:44])[CH3:43], predict the reaction product. The product is: [CH:16]1([C@H:20]([NH:22][C:23]2[N:31]=[C:30]([C:32]#[N:33])[N:29]=[C:28]3[C:24]=2[N:25]([CH2:34][C@H:35]2[CH2:36][CH2:37][C@H:38]([CH3:41])[CH2:39][CH2:40]2)[C:26]([CH:42]([OH:44])[CH3:43])=[N:27]3)[CH3:21])[CH2:19][CH2:18][CH2:17]1. (3) Given the reactants CN(C)C1C=CC(O)=C([CH2:10][N:11](C)[CH2:12][CH2:13][C:14]2[CH:19]=[CH:18][C:17]([N+:20]([O-:22])=[O:21])=[CH:16][CH:15]=2)C=1.[CH3:25][N:26]([CH3:38])[C:27]1[C:28]([OH:37])=[C:29]([O:35][CH3:36])[CH:30]=[C:31]([CH:34]=1)[CH:32]=O.CN(C)C1C=C(OC)C(O)=C(C=1)C=O, predict the reaction product. The product is: [CH3:25][N:26]([CH3:38])[C:27]1[CH:34]=[C:31]([CH2:32][N:11]([CH3:10])[CH2:12][CH2:13][C:14]2[CH:15]=[CH:16][C:17]([N+:20]([O-:22])=[O:21])=[CH:18][CH:19]=2)[CH:30]=[C:29]([O:35][CH3:36])[C:28]=1[OH:37]. (4) Given the reactants [F:1][C:2]1[CH:7]=[CH:6][C:5]([CH:8]2[O:12]C(=O)[NH:10][CH:9]2[CH2:14][C:15]2[CH:20]=[CH:19][CH:18]=[C:17]([O:21][CH2:22][C:23]([F:28])([F:27])[CH:24]([F:26])[F:25])[CH:16]=2)=[CH:4][CH:3]=1.[OH-].[Na+], predict the reaction product. The product is: [NH2:10][CH:9]([CH2:14][C:15]1[CH:20]=[CH:19][CH:18]=[C:17]([O:21][CH2:22][C:23]([F:28])([F:27])[CH:24]([F:26])[F:25])[CH:16]=1)[CH:8]([C:5]1[CH:6]=[CH:7][C:2]([F:1])=[CH:3][CH:4]=1)[OH:12]. (5) Given the reactants S(=O)(=O)(O)O.[F:6][C:7]1[CH:8]=[C:9]([CH:13]=[CH:14][C:15]=1[CH3:16])[C:10]([OH:12])=[O:11].[C:17](=O)([O-])[O-].[Na+].[Na+], predict the reaction product. The product is: [F:6][C:7]1[CH:8]=[C:9]([CH:13]=[CH:14][C:15]=1[CH3:16])[C:10]([O:12][CH3:17])=[O:11]. (6) Given the reactants [Cl:1][C:2]1[CH:7]=[CH:6][C:5]([C:8]2[N:12]([CH2:13][CH2:14][C:15]([F:18])([F:17])[F:16])[C:11](=[O:19])[N:10]([CH2:20][C:21](O)=[O:22])[N:9]=2)=[CH:4][CH:3]=1.[CH2:24]([Cl:27])[CH2:25][Cl:26].[CH:28]1[CH:29]=[CH:30][C:31]2[N:36](O)N=[N:34][C:32]=2[CH:33]=1.C(N(CC)C(C)C)(C)C.C[N:48]([CH:50]=[O:51])C, predict the reaction product. The product is: [C:50]([NH:34][CH2:32][CH:31]([NH:36][C:21](=[O:22])[CH2:20][N:10]1[C:11](=[O:19])[N:12]([CH2:13][CH2:14][C:15]([F:18])([F:16])[F:17])[C:8]([C:5]2[CH:4]=[CH:3][C:2]([Cl:1])=[CH:7][CH:6]=2)=[N:9]1)[C:30]1[CH:29]=[CH:28][CH:33]=[C:25]([Cl:26])[C:24]=1[Cl:27])(=[O:51])[NH2:48]. (7) Given the reactants [Br:1][C:2]1[CH:3]=[CH:4][C:5]([OH:11])=[C:6]([C:8](=[O:10])[CH3:9])[CH:7]=1.F[C:13]1[C:20]([F:21])=[CH:19][CH:18]=[CH:17][C:14]=1[CH:15]=O, predict the reaction product. The product is: [Br:1][C:2]1[CH:7]=[C:6]2[C:5](=[CH:4][CH:3]=1)[O:11][CH:15]([C:14]1[CH:17]=[CH:18][CH:19]=[C:20]([F:21])[CH:13]=1)[CH2:9][C:8]2=[O:10].